From a dataset of Forward reaction prediction with 1.9M reactions from USPTO patents (1976-2016). Predict the product of the given reaction. (1) Given the reactants [NH2:1][C:2]1[C:24]([Br:25])=[CH:23][C:5]([CH2:6][C@H:7]([C:9]([N:11]2[CH2:16][CH2:15][CH:14]([N:17]3[CH2:22][CH2:21][CH2:20][CH2:19][CH2:18]3)[CH2:13][CH2:12]2)=O)[NH2:8])=[CH:4][C:3]=1[Br:26].N, predict the reaction product. The product is: [NH2:8][C@H:7]([CH2:6][C:5]1[CH:23]=[C:24]([Br:25])[C:2]([NH2:1])=[C:3]([Br:26])[CH:4]=1)[CH2:9][N:11]1[CH2:16][CH2:15][CH:14]([N:17]2[CH2:22][CH2:21][CH2:20][CH2:19][CH2:18]2)[CH2:13][CH2:12]1. (2) Given the reactants [F:8][C:7]([F:10])([F:9])[C:6](O[C:6](=[O:11])[C:7]([F:10])([F:9])[F:8])=[O:11].[CH3:14][S:15][CH2:16][CH2:17][NH2:18].C(N(CC)CC)C.O, predict the reaction product. The product is: [CH3:14][S:15][CH2:16][CH2:17][NH:18][C:6](=[O:11])[C:7]([F:8])([F:9])[F:10]. (3) Given the reactants [CH3:1][C:2]1[N:7]=[C:6]([N:8]2[CH2:11][CH:10]([NH2:12])[CH2:9]2)[CH:5]=[C:4]([C:13]([F:16])([F:15])[F:14])[CH:3]=1.[Br:17][C:18]1[CH:23]=[CH:22][CH:21]=[CH:20][C:19]=1[N:24]=[C:25]=[O:26], predict the reaction product. The product is: [Br:17][C:18]1[CH:23]=[CH:22][CH:21]=[CH:20][C:19]=1[NH:24][C:25]([NH:12][CH:10]1[CH2:11][N:8]([C:6]2[CH:5]=[C:4]([C:13]([F:14])([F:16])[F:15])[CH:3]=[C:2]([CH3:1])[N:7]=2)[CH2:9]1)=[O:26].